From a dataset of Peptide-MHC class II binding affinity with 134,281 pairs from IEDB. Regression. Given a peptide amino acid sequence and an MHC pseudo amino acid sequence, predict their binding affinity value. This is MHC class II binding data. The peptide sequence is MRNVFDDVVPADFKV. The MHC is HLA-DQA10201-DQB10202 with pseudo-sequence HLA-DQA10201-DQB10202. The binding affinity (normalized) is 0.538.